This data is from Forward reaction prediction with 1.9M reactions from USPTO patents (1976-2016). The task is: Predict the product of the given reaction. (1) Given the reactants Br[C:2]1[C:3]([N:17]2[CH:21]=[CH:20][C:19]([C:22]([F:25])([F:24])[F:23])=[N:18]2)=[N:4][C:5]([NH:8][C:9]2[CH:14]=[CH:13][C:12]([F:15])=[C:11]([Cl:16])[CH:10]=2)=[N:6][CH:7]=1.[B:26](OC(C)C)([O:31]C(C)C)[O:27]C(C)C.[Li]CCCC.Cl, predict the reaction product. The product is: [Cl:16][C:11]1[CH:10]=[C:9]([NH:8][C:5]2[N:4]=[C:3]([N:17]3[CH:21]=[CH:20][C:19]([C:22]([F:25])([F:24])[F:23])=[N:18]3)[C:2]([B:26]([OH:31])[OH:27])=[CH:7][N:6]=2)[CH:14]=[CH:13][C:12]=1[F:15]. (2) Given the reactants [CH3:1][S:2](Cl)(=[O:4])=[O:3].[C:6]1([C:12]2[C:16]3[CH:17]=[CH:18][CH:19]=[CH:20][C:15]=3[O:14][C:13]=2[CH2:21][OH:22])[CH:11]=[CH:10][CH:9]=[CH:8][CH:7]=1.CCN(C(C)C)C(C)C, predict the reaction product. The product is: [CH3:1][S:2]([O:22][CH2:21][C:13]1[O:14][C:15]2[CH:20]=[CH:19][CH:18]=[CH:17][C:16]=2[C:12]=1[C:6]1[CH:7]=[CH:8][CH:9]=[CH:10][CH:11]=1)(=[O:4])=[O:3]. (3) Given the reactants [Cl:1][C:2]1[N:7]=[CH:6][C:5]([C:8]2[C:9](=[O:22])[NH:10][C:11](=[O:21])[N:12]([CH2:14][CH2:15][CH:16](OC)[O:17]C)[CH:13]=2)=[CH:4][CH:3]=1, predict the reaction product. The product is: [Cl:1][C:2]1[N:7]=[CH:6][C:5]([C:8]2[C:9](=[O:22])[NH:10][C:11](=[O:21])[N:12]([CH2:14][CH2:15][CH:16]=[O:17])[CH:13]=2)=[CH:4][CH:3]=1. (4) Given the reactants [F:1][C@@H:2]1[C@@H:6]([CH2:7][OH:8])[O:5][C@@H:4]([N:9]2[C:19]3[N:18]=[C:16]([NH2:17])[NH:15][C:13](=[O:14])[C:12]=3[N:11]=[CH:10]2)[CH2:3]1.[C:20]([NH:30][C@H:31]([C:35]([O:37][CH2:38][CH:39]([O:43][C:44](=[O:62])[CH2:45][CH2:46][CH2:47][CH2:48][CH2:49][CH2:50][CH2:51][CH2:52][CH2:53][CH2:54][CH2:55][CH2:56][CH2:57][CH2:58][CH2:59][CH2:60][CH3:61])[C:40](O)=[O:41])=[O:36])[CH:32]([CH3:34])[CH3:33])([O:22][CH2:23][C:24]1[CH:29]=[CH:28][CH:27]=[CH:26][CH:25]=1)=[O:21].C1C=CC2N(O)N=NC=2C=1.C1CCC(N=C=NC2CCCCC2)CC1, predict the reaction product. The product is: [F:1][C@@H:2]1[C@@H:6]([CH2:7][O:8][C:40](=[O:41])[CH:39]([O:43][C:44](=[O:62])[CH2:45][CH2:46][CH2:47][CH2:48][CH2:49][CH2:50][CH2:51][CH2:52][CH2:53][CH2:54][CH2:55][CH2:56][CH2:57][CH2:58][CH2:59][CH2:60][CH3:61])[CH2:38][O:37][C:35](=[O:36])[C@H:31]([CH:32]([CH3:33])[CH3:34])[NH:30][C:20]([O:22][CH2:23][C:24]2[CH:29]=[CH:28][CH:27]=[CH:26][CH:25]=2)=[O:21])[O:5][C@@H:4]([N:9]2[C:19]3[N:18]=[C:16]([NH2:17])[NH:15][C:13](=[O:14])[C:12]=3[N:11]=[CH:10]2)[CH2:3]1. (5) The product is: [Cl:19][C:20]1[N:32]=[C:31]([C:3]2[CH:4]=[CH:5][CH:6]=[C:7]([O:8][CH3:9])[C:2]=2[F:1])[CH:30]=[CH:29][C:21]=1[C:22]([O:24][C:25]([CH3:28])([CH3:27])[CH3:26])=[O:23]. Given the reactants [F:1][C:2]1[C:7]([O:8][CH3:9])=[CH:6][CH:5]=[CH:4][C:3]=1B(O)O.C(=O)([O-])[O-].[K+].[K+].[Cl:19][C:20]1[N:32]=[C:31](Cl)[CH:30]=[CH:29][C:21]=1[C:22]([O:24][C:25]([CH3:28])([CH3:27])[CH3:26])=[O:23].C1(C)C=CC=CC=1P(C1C=CC=CC=1C)C1C=CC=CC=1C.[Cl-].[Na+], predict the reaction product. (6) The product is: [CH2:3]([O:5][C:6](=[O:26])[N:7]([C:15]1[CH:20]=[C:19]([O:28][CH3:27])[N:18]=[C:17]([NH2:22])[C:16]=1[N+:23]([O-:25])=[O:24])[CH2:8][C:9]1[CH:14]=[CH:13][CH:12]=[CH:11][CH:10]=1)[CH3:4]. Given the reactants [H-].[Na+].[CH2:3]([O:5][C:6](=[O:26])[N:7]([C:15]1[CH:20]=[C:19](Br)[N:18]=[C:17]([NH2:22])[C:16]=1[N+:23]([O-:25])=[O:24])[CH2:8][C:9]1[CH:14]=[CH:13][CH:12]=[CH:11][CH:10]=1)[CH3:4].[CH3:27][OH:28], predict the reaction product. (7) Given the reactants [Cl:1][C:2]1[CH:7]=[CH:6][C:5]([O:8][C:9]([N:11]2[CH2:16][CH2:15][CH:14]([C:17]#[C:18][CH2:19][CH2:20][CH2:21]I)[CH2:13][CH2:12]2)=[O:10])=[CH:4][CH:3]=1.C[CH:24]=[CH:25][CH2:26][NH2:27].[CH3:28]O, predict the reaction product. The product is: [Cl:1][C:2]1[CH:7]=[CH:6][C:5]([O:8][C:9]([N:11]2[CH2:16][CH2:15][CH:14]([C:17]#[C:18][CH2:19][CH2:20][CH2:21][N:27]([CH2:26][CH:25]=[CH2:24])[CH3:28])[CH2:13][CH2:12]2)=[O:10])=[CH:4][CH:3]=1. (8) Given the reactants [C:1]([CH:4](OS(C1C=CC(C)=CC=1)(=O)=O)[C:5]1[CH:10]=[CH:9][CH:8]=[CH:7][CH:6]=1)(=[O:3])[NH2:2].[Cl:22][C:23]1[C:24]([F:45])=[C:25]([CH2:29][CH2:30][C@H:31]2[C:40]3[C:35](=[CH:36][C:37]([O:43][CH3:44])=[C:38]([O:41][CH3:42])[CH:39]=3)[CH2:34][CH2:33][NH:32]2)[CH:26]=[CH:27][CH:28]=1, predict the reaction product. The product is: [Cl:22][C:23]1[C:24]([F:45])=[C:25]([CH2:29][CH2:30][C@H:31]2[C:40]3[C:35](=[CH:36][C:37]([O:43][CH3:44])=[C:38]([O:41][CH3:42])[CH:39]=3)[CH2:34][CH2:33][N:32]2[C@H:4]([C:5]2[CH:6]=[CH:7][CH:8]=[CH:9][CH:10]=2)[C:1]([NH2:2])=[O:3])[CH:26]=[CH:27][CH:28]=1. (9) Given the reactants CS([C:4]1[N:5]([CH2:34][C:35]([F:38])([F:37])[F:36])[C:6](=[O:33])[C:7]2[C:12]([C:13]3[CH:18]=[CH:17][CH:16]=[CH:15][CH:14]=3)=[C:11]([C:19]3[CH:24]=[CH:23][C:22]([C:25]4([NH:29][C:30](=[O:32])[O-:31])[CH2:28][CH2:27][CH2:26]4)=[CH:21][CH:20]=3)[O:10][C:8]=2[N:9]=1)=O.[CH3:39][NH2:40], predict the reaction product. The product is: [CH3:39][NH:40][C:4]1[N:5]([CH2:34][C:35]([F:38])([F:37])[F:36])[C:6](=[O:33])[C:7]2[C:12]([C:13]3[CH:14]=[CH:15][CH:16]=[CH:17][CH:18]=3)=[C:11]([C:19]3[CH:20]=[CH:21][C:22]([C:25]4([NH:29][C:30](=[O:32])[O:31][C:7]([CH3:12])([CH3:8])[CH3:6])[CH2:28][CH2:27][CH2:26]4)=[CH:23][CH:24]=3)[O:10][C:8]=2[N:9]=1.